From a dataset of hERG Central: cardiac toxicity at 1µM, 10µM, and general inhibition. Predict hERG channel inhibition at various concentrations. (1) The drug is CCC(=O)c1ccc(N2CCN(C(=O)c3ccc(F)cc3)CC2)c(F)c1. Results: hERG_inhib (hERG inhibition (general)): blocker. (2) The molecule is CCOC(=O)C1(Cc2ccc(Cl)cc2)CCN(C(=O)c2cnc(C)cn2)CC1. Results: hERG_inhib (hERG inhibition (general)): blocker.